This data is from HIV replication inhibition screening data with 41,000+ compounds from the AIDS Antiviral Screen. The task is: Binary Classification. Given a drug SMILES string, predict its activity (active/inactive) in a high-throughput screening assay against a specified biological target. (1) The molecule is Cc1nc(C2CCC3C4CCC5=CC(=O)CCC5(C)C4CCC23C)co1. The result is 0 (inactive). (2) The drug is O=C1NC23CC=CCC12CCCCCC3. The result is 0 (inactive). (3) The compound is N=c1[nH]c2c(=O)c3ccccc3sc2s1. The result is 0 (inactive). (4) The compound is CCCCCCCCCCCCNC(=O)c1ccccc1[Se][Se]c1ccccc1C(=O)NCCCCCCCCCCCC. The result is 0 (inactive).